From a dataset of NCI-60 drug combinations with 297,098 pairs across 59 cell lines. Regression. Given two drug SMILES strings and cell line genomic features, predict the synergy score measuring deviation from expected non-interaction effect. (1) Drug 1: C1CN(CCN1C(=O)CCBr)C(=O)CCBr. Drug 2: N.N.Cl[Pt+2]Cl. Synergy scores: CSS=86.9, Synergy_ZIP=-2.31, Synergy_Bliss=-2.13, Synergy_Loewe=1.58, Synergy_HSA=3.99. Cell line: NCI-H460. (2) Drug 2: CC(C)NC(=O)C1=CC=C(C=C1)CNNC.Cl. Synergy scores: CSS=23.0, Synergy_ZIP=1.39, Synergy_Bliss=1.85, Synergy_Loewe=-22.6, Synergy_HSA=-0.368. Drug 1: C1=CN(C(=O)N=C1N)C2C(C(C(O2)CO)O)O.Cl. Cell line: SNB-19. (3) Drug 1: CC1C(C(=O)NC(C(=O)N2CCCC2C(=O)N(CC(=O)N(C(C(=O)O1)C(C)C)C)C)C(C)C)NC(=O)C3=C4C(=C(C=C3)C)OC5=C(C(=O)C(=C(C5=N4)C(=O)NC6C(OC(=O)C(N(C(=O)CN(C(=O)C7CCCN7C(=O)C(NC6=O)C(C)C)C)C)C(C)C)C)N)C. Drug 2: CCN(CC)CCNC(=O)C1=C(NC(=C1C)C=C2C3=C(C=CC(=C3)F)NC2=O)C. Cell line: SN12C. Synergy scores: CSS=15.9, Synergy_ZIP=-0.0989, Synergy_Bliss=8.09, Synergy_Loewe=4.99, Synergy_HSA=5.16. (4) Drug 1: CC1=C(C(CCC1)(C)C)C=CC(=CC=CC(=CC(=O)O)C)C. Drug 2: C1CN(P(=O)(OC1)NCCCl)CCCl. Cell line: SNB-75. Synergy scores: CSS=-3.95, Synergy_ZIP=1.96, Synergy_Bliss=0.511, Synergy_Loewe=-4.53, Synergy_HSA=-4.71. (5) Drug 1: C1CCN(CC1)CCOC2=CC=C(C=C2)C(=O)C3=C(SC4=C3C=CC(=C4)O)C5=CC=C(C=C5)O. Drug 2: C1CC(=O)NC(=O)C1N2CC3=C(C2=O)C=CC=C3N. Cell line: SK-MEL-5. Synergy scores: CSS=-4.69, Synergy_ZIP=7.67, Synergy_Bliss=8.26, Synergy_Loewe=3.34, Synergy_HSA=0.671. (6) Drug 1: CC1C(C(CC(O1)OC2CC(OC(C2O)C)OC3=CC4=CC5=C(C(=O)C(C(C5)C(C(=O)C(C(C)O)O)OC)OC6CC(C(C(O6)C)O)OC7CC(C(C(O7)C)O)OC8CC(C(C(O8)C)O)(C)O)C(=C4C(=C3C)O)O)O)O. Drug 2: CN(C(=O)NC(C=O)C(C(C(CO)O)O)O)N=O. Cell line: KM12. Synergy scores: CSS=4.29, Synergy_ZIP=0.712, Synergy_Bliss=-0.136, Synergy_Loewe=-58.8, Synergy_HSA=-0.434. (7) Drug 1: COC1=C(C=C2C(=C1)N=CN=C2NC3=CC(=C(C=C3)F)Cl)OCCCN4CCOCC4. Drug 2: CC12CCC3C(C1CCC2O)C(CC4=C3C=CC(=C4)O)CCCCCCCCCS(=O)CCCC(C(F)(F)F)(F)F. Cell line: RXF 393. Synergy scores: CSS=19.0, Synergy_ZIP=-7.69, Synergy_Bliss=-4.60, Synergy_Loewe=-1.97, Synergy_HSA=-1.49.